Dataset: Peptide-MHC class II binding affinity with 134,281 pairs from IEDB. Task: Regression. Given a peptide amino acid sequence and an MHC pseudo amino acid sequence, predict their binding affinity value. This is MHC class II binding data. The peptide sequence is HTMWHVTRGAFLVRNHHHHHH. The MHC is DRB4_0103 with pseudo-sequence DRB4_0103. The binding affinity (normalized) is 0.472.